Dataset: Forward reaction prediction with 1.9M reactions from USPTO patents (1976-2016). Task: Predict the product of the given reaction. (1) Given the reactants [Br:1][C:2]1[CH:3]=[C:4]([C:8]2([C:15]3[CH:20]=[CH:19][N:18]=[CH:17][CH:16]=3)[C:12](=S)S[C:10](=[S:14])[NH:9]2)[CH:5]=[CH:6][CH:7]=1.Cl.Cl.[F:23][C:24]([F:29])([CH2:27][NH2:28])[CH2:25][NH2:26].C(N(CC)CC)C, predict the reaction product. The product is: [Br:1][C:2]1[CH:3]=[C:4]([C:8]2([C:15]3[CH:20]=[CH:19][N:18]=[CH:17][CH:16]=3)[C:12]3=[N:26][CH2:25][C:24]([F:29])([F:23])[CH2:27][N:28]3[C:10](=[S:14])[NH:9]2)[CH:5]=[CH:6][CH:7]=1. (2) Given the reactants Br[C:2]1[CH2:11][CH2:10][C:9]2[C:4](=[CH:5][CH:6]=[C:7]([Br:12])[CH:8]=2)[C:3]=1[CH:13]=O.[F:15][C:16]([F:27])([F:26])[O:17][C:18]1[CH:23]=[CH:22][C:21]([NH:24][NH2:25])=[CH:20][CH:19]=1, predict the reaction product. The product is: [Br:12][C:7]1[CH:6]=[CH:5][C:4]2[C:3]3[CH:13]=[N:25][N:24]([C:21]4[CH:22]=[CH:23][C:18]([O:17][C:16]([F:15])([F:27])[F:26])=[CH:19][CH:20]=4)[C:2]=3[CH2:11][CH2:10][C:9]=2[CH:8]=1. (3) Given the reactants [CH:1]([C:3]1[C:11]2[C:10]([C:12]([O:14][CH3:15])=[O:13])=[CH:9][CH:8]=[N:7][C:6]=2[NH:5][CH:4]=1)=[O:2].C(N(CC)CC)C.[C:23]([O:27][C:28](O[C:28]([O:27][C:23]([CH3:26])([CH3:25])[CH3:24])=[O:29])=[O:29])([CH3:26])([CH3:25])[CH3:24], predict the reaction product. The product is: [CH:1]([C:3]1[C:11]2[C:10]([C:12]([O:14][CH3:15])=[O:13])=[CH:9][CH:8]=[N:7][C:6]=2[N:5]([C:28]([O:27][C:23]([CH3:26])([CH3:25])[CH3:24])=[O:29])[CH:4]=1)=[O:2].